This data is from Full USPTO retrosynthesis dataset with 1.9M reactions from patents (1976-2016). The task is: Predict the reactants needed to synthesize the given product. (1) Given the product [Br:37][CH2:8][CH2:7][C:4]1[CH:5]=[CH:6][C:1]([CH3:10])=[CH:2][CH:3]=1, predict the reactants needed to synthesize it. The reactants are: [C:1]1([CH3:10])[CH:6]=[CH:5][C:4]([CH2:7][CH2:8]O)=[CH:3][CH:2]=1.C1C=CC(P(C2C=CC=CC=2)C2C=CC=CC=2)=CC=1.C1C(=O)N([Br:37])C(=O)C1. (2) Given the product [C:1]([C:3](=[CH:7][C:8]1[CH:9]=[CH:10][C:11]([O:14][C:27]([O:26][C:22]([CH3:25])([CH3:24])[CH3:23])=[O:28])=[CH:12][CH:13]=1)[C:4]([OH:6])=[O:5])#[N:2], predict the reactants needed to synthesize it. The reactants are: [C:1]([C:3](=[CH:7][C:8]1[CH:13]=[CH:12][C:11]([OH:14])=[CH:10][CH:9]=1)[C:4]([OH:6])=[O:5])#[N:2].C(N(CC)CC)C.[C:22]([O:26][C:27](OC([O-])=O)=[O:28])([CH3:25])([CH3:24])[CH3:23]. (3) Given the product [CH3:18][C:17]1([CH3:22])[NH:1][C:2]2[CH:6]=[C:5]([C:7]3[CH:8]=[CH:9][N:10]=[CH:11][CH:12]=3)[S:4][C:3]=2[C:13](=[O:14])[NH:15]1, predict the reactants needed to synthesize it. The reactants are: [NH2:1][C:2]1[CH:6]=[C:5]([C:7]2[CH:12]=[CH:11][N:10]=[CH:9][CH:8]=2)[S:4][C:3]=1[C:13]([NH2:15])=[O:14].O.[C:17]1(C)[CH:22]=CC(S(O)(=O)=O)=C[CH:18]=1.CC(C)=O. (4) The reactants are: C(O[C:4]([C:6]1[CH:11]=[C:10]([Cl:12])[CH:9]=[C:8]([CH3:13])[N:7]=1)=[O:5])C.[NH2:14][C:15]1[N:20]=[C:19]([CH3:21])[CH:18]=[CH:17][CH:16]=1. Given the product [CH3:21][C:19]1[N:20]=[C:15]([NH:14][C:4]([C:6]2[CH:11]=[C:10]([Cl:12])[CH:9]=[C:8]([CH3:13])[N:7]=2)=[O:5])[CH:16]=[CH:17][CH:18]=1, predict the reactants needed to synthesize it.